This data is from hERG potassium channel inhibition data for cardiac toxicity prediction from Karim et al.. The task is: Regression/Classification. Given a drug SMILES string, predict its toxicity properties. Task type varies by dataset: regression for continuous values (e.g., LD50, hERG inhibition percentage) or binary classification for toxic/non-toxic outcomes (e.g., AMES mutagenicity, cardiotoxicity, hepatotoxicity). Dataset: herg_karim. (1) The result is 0 (non-blocker). The drug is Cn1ccnc1[C@]1(O)CC[C@H](N2CC(NC(=O)CNC(=O)c3cccc(C(F)(F)F)c3)C2)CC1. (2) The drug is N#Cc1c[nH]c(C(=O)Nc2ccc(C3CCN(C(=O)NCCO)CC3)cc2C2=CCCCC2)n1. The result is 0 (non-blocker). (3) The drug is Cc1nc2ccc(Oc3ccc(Cl)cc3F)nc2c(=O)n1CC1CCCN(C(C)C)C1. The result is 1 (blocker). (4) The result is 0 (non-blocker). The drug is CC1COc2c(N3CCN(C)CC3)c(F)cc3c(=O)c(C(=O)O)cn1c23. (5) The molecule is COc1ccc(Nc2cc(N[C@@H]3CCCC[C@@H]3N)nnc2C(N)=O)nc1C(C)C. The result is 1 (blocker).